From a dataset of Reaction yield outcomes from USPTO patents with 853,638 reactions. Predict the reaction yield, written as a fraction of the theoretical maximum amount of product (1.0 means a 100% yield; for example, 0.34 means a 34% yield). (1) The reactants are [CH3:1][C:2]1[CH:3]=[CH:4][C:5]([N+:25]([O-])=O)=[C:6]([NH:8][CH:9]2[CH2:14][CH2:13][N:12]([C@H:15]3[CH2:20][CH2:19][C@H:18]([O:21][CH2:22][CH2:23][CH3:24])[CH2:17][CH2:16]3)[CH2:11][CH2:10]2)[CH:7]=1.O.NN. The catalyst is C(O)C.[Ni]. The product is [NH2:25][C:5]1[CH:4]=[CH:3][C:2]([CH3:1])=[CH:7][C:6]=1[NH:8][CH:9]1[CH2:10][CH2:11][N:12]([C@H:15]2[CH2:20][CH2:19][C@H:18]([O:21][CH2:22][CH2:23][CH3:24])[CH2:17][CH2:16]2)[CH2:13][CH2:14]1. The yield is 0.990. (2) The reactants are Cl[C:2]1[N:11]=[C:10]([NH:12][CH2:13][CH2:14][CH:15]([C:22]2[CH:27]=[CH:26][CH:25]=[CH:24][CH:23]=2)[C:16]2[CH:21]=[CH:20][CH:19]=[CH:18][CH:17]=2)[C:9]2[C:4](=[CH:5][CH:6]=[CH:7][CH:8]=2)[N:3]=1.[S:28]1[C:32](B(O)O)=[CH:31][C:30]2[CH:36]=[CH:37][CH:38]=[CH:39][C:29]1=2.C(NC1C2C(=CC=CC=2)N=C(C2SC3C=CC=CC=3C=2)N=1)(C1C=CC=CC=1)C1C=CC=CC=1. The yield is 0.400. The product is [C:16]1([CH:15]([C:22]2[CH:27]=[CH:26][CH:25]=[CH:24][CH:23]=2)[CH2:14][CH2:13][NH:12][C:10]2[C:9]3[C:4](=[CH:5][CH:6]=[CH:7][CH:8]=3)[N:3]=[C:2]([C:32]3[S:28][C:29]4[CH:39]=[CH:38][CH:37]=[CH:36][C:30]=4[CH:31]=3)[N:11]=2)[CH:21]=[CH:20][CH:19]=[CH:18][CH:17]=1. The catalyst is C1CCCCC1.CCOC(C)=O.